Dataset: Tyrosyl-DNA phosphodiesterase HTS with 341,365 compounds. Task: Binary Classification. Given a drug SMILES string, predict its activity (active/inactive) in a high-throughput screening assay against a specified biological target. (1) The result is 0 (inactive). The molecule is O=C(N1CCN(CC1)c1ccc(cc1)CC)c1cc(OC)c(OC)cc1. (2) The molecule is O=C1C(N2CCN(CC2)C(OCC)=O)=C(N2CCc3c2cccc3)C1=O. The result is 0 (inactive).